Dataset: Full USPTO retrosynthesis dataset with 1.9M reactions from patents (1976-2016). Task: Predict the reactants needed to synthesize the given product. (1) Given the product [CH:1]1([CH2:4][N:5]2[CH2:23][CH2:22][C@:12]34[C:13]5[C:14]6[O:21][C@H:11]3[C:10](=[CH2:37])[CH2:9][CH2:8][C@@:7]4([OH:25])[C@H:6]2[CH2:19][C:18]=5[CH:17]=[CH:16][C:15]=6[O:20][CH2:29][C:30]2[CH:35]=[CH:34][CH:33]=[CH:32][CH:31]=2)[CH2:3][CH2:2]1, predict the reactants needed to synthesize it. The reactants are: [CH:1]1([CH2:4][N+:5]2([O-])[CH2:23][CH2:22][C@:12]34[C:13]5[C:14]6[O:21][C@H:11]3[C:10](=O)[CH2:9][CH2:8][C@@:7]4([O:25]CC)[C@H:6]2[CH2:19][C:18]=5[CH:17]=[CH:16][C:15]=6[OH:20])[CH2:3][CH2:2]1.[CH2:29](Br)[C:30]1[CH:35]=[CH:34][CH:33]=[CH:32][CH:31]=1.[C:37]([O-])([O-])=O.[K+].[K+]. (2) Given the product [F:1][C:2]1[CH:3]=[C:4]([I:10])[CH:5]=[C:6]([CH:9]=1)[CH2:7][NH:23][C@@H:21]([C:11]1[C:20]2[C:15](=[CH:16][CH:17]=[CH:18][CH:19]=2)[CH:14]=[CH:13][CH:12]=1)[CH3:22], predict the reactants needed to synthesize it. The reactants are: [F:1][C:2]1[CH:3]=[C:4]([I:10])[CH:5]=[C:6]([CH:9]=1)[CH:7]=O.[C:11]1([C@H:21]([NH2:23])[CH3:22])[C:20]2[C:15](=[CH:16][CH:17]=[CH:18][CH:19]=2)[CH:14]=[CH:13][CH:12]=1. (3) Given the product [NH2:15][C:10]1[CH:11]=[N:12][N:13]([CH3:14])[C:9]=1[N:5]1[CH2:6][CH2:7][CH2:8][C:2]([CH3:1])([OH:18])[CH2:3][CH2:4]1, predict the reactants needed to synthesize it. The reactants are: [CH3:1][C:2]1([OH:18])[CH2:8][CH2:7][CH2:6][N:5]([C:9]2[N:13]([CH3:14])[N:12]=[CH:11][C:10]=2[N+:15]([O-])=O)[CH2:4][CH2:3]1.C([O-])=O.[NH4+]. (4) Given the product [CH2:1]([N:8]1[CH2:13][CH2:12][C@@H:11]([NH:14][C:15](=[O:21])[O:16][C:17]([CH3:18])([CH3:19])[CH3:20])[C@H:10]([CH2:22][O:23][C:32]2[CH:31]=[CH:30][C:29]([N:24]3[CH:28]=[CH:27][CH:26]=[N:25]3)=[CH:34][CH:33]=2)[CH2:9]1)[C:2]1[CH:3]=[CH:4][CH:5]=[CH:6][CH:7]=1, predict the reactants needed to synthesize it. The reactants are: [CH2:1]([N:8]1[CH2:13][CH2:12][C@@H:11]([NH:14][C:15](=[O:21])[O:16][C:17]([CH3:20])([CH3:19])[CH3:18])[C@H:10]([CH2:22][OH:23])[CH2:9]1)[C:2]1[CH:7]=[CH:6][CH:5]=[CH:4][CH:3]=1.[N:24]1([C:29]2[CH:34]=[CH:33][C:32](O)=[CH:31][CH:30]=2)[CH:28]=[CH:27][CH:26]=[N:25]1.C1CCN(C(N=NC(N2CCCCC2)=O)=O)CC1.P(CCCC)(CCCC)CCCC. (5) Given the product [Br:1][C:2]1[CH:3]=[C:4]([N:9]2[C:13](=[O:14])[O:12][N:11]=[C:10]2[C:15]2[C:16]([NH:20][CH2:21][CH2:22][NH:23][S:24]([NH2:27])(=[O:25])=[O:26])=[N:17][O:18][N:19]=2)[CH:5]=[CH:6][C:7]=1[F:8], predict the reactants needed to synthesize it. The reactants are: [Br:1][C:2]1[CH:3]=[C:4]([N:9]2[C:13](=[O:14])[O:12][N:11]=[C:10]2[C:15]2[C:16]([NH:20][CH2:21][CH2:22][NH:23][S:24]([NH:27]C(=O)OC(C)(C)C)(=[O:26])=[O:25])=[N:17][O:18][N:19]=2)[CH:5]=[CH:6][C:7]=1[F:8].Cl. (6) Given the product [Br:27][C:28]1[CH:29]=[C:30]([CH:34]=[CH:35][CH:36]=1)[C:31]([NH:1][CH2:2][C@H:3]1[N:10]([C:11]([C:13]2[N:14]=[C:15]([CH3:25])[S:16][C:17]=2[C:18]2[CH:19]=[C:20]([CH3:24])[CH:21]=[CH:22][CH:23]=2)=[O:12])[CH2:9][C@H:8]2[C@@H:4]1[CH2:5][CH:6]([CH3:26])[CH2:7]2)=[O:32], predict the reactants needed to synthesize it. The reactants are: [NH2:1][CH2:2][C@H:3]1[N:10]([C:11]([C:13]2[N:14]=[C:15]([CH3:25])[S:16][C:17]=2[C:18]2[CH:19]=[C:20]([CH3:24])[CH:21]=[CH:22][CH:23]=2)=[O:12])[CH2:9][C@H:8]2[C@@H:4]1[CH2:5][CH:6]([CH3:26])[CH2:7]2.[Br:27][C:28]1[CH:29]=[C:30]([CH:34]=[CH:35][CH:36]=1)[C:31](O)=[O:32]. (7) Given the product [C:18]([OH:39])(=[O:17])[CH3:23].[CH3:25][O:24][C:13]1[CH:12]=[C:11]([C:10]2[C:3]3[C:2]([NH2:40])=[N:7][CH:6]=[N:5][C:4]=3[N:8]([C@H:26]3[CH2:27][CH2:28][C@H:29]([N:32]4[CH2:37][CH2:36][N:35]([CH3:34])[CH2:38][CH2:33]4)[CH2:30][CH2:31]3)[CH:9]=2)[CH:16]=[CH:15][C:14]=1[O:17][C:18]1[CH:23]=[CH:22][CH:21]=[CH:20][CH:19]=1, predict the reactants needed to synthesize it. The reactants are: Cl[C:2]1[C:3]2[C:10]([C:11]3[CH:16]=[CH:15][C:14]([O:17][C:18]4[CH:23]=[CH:22][CH:21]=[CH:20][CH:19]=4)=[C:13]([O:24][CH3:25])[CH:12]=3)=[CH:9][N:8]([C@H:26]3[CH2:31][CH2:30][C@H:29]([N:32]4[CH2:37][CH2:36][NH:35][CH2:34][CH:33]4[CH3:38])[CH2:28][CH2:27]3)[C:4]=2[N:5]=[CH:6][N:7]=1.[OH-:39].[NH4+:40]. (8) Given the product [CH:1]1([NH:4][C:5]([NH:6][C:7]2[CH:41]=[CH:40][C:10]([O:11][C:12]3[CH:17]=[CH:16][N:15]=[C:14]4[CH:18]=[C:19]([C:21]5[CH:22]=[CH:23][C:24]([CH2:27][NH:28][CH2:36][CH2:37][O:38][CH3:39])=[CH:25][N:26]=5)[S:20][C:13]=34)=[C:9]([F:42])[CH:8]=2)=[O:43])[CH2:3][CH2:2]1, predict the reactants needed to synthesize it. The reactants are: [CH:1]1([NH:4][C:5](=[O:43])[NH:6][C:7]2[CH:41]=[CH:40][C:10]([O:11][C:12]3[CH:17]=[CH:16][N:15]=[C:14]4[CH:18]=[C:19]([C:21]5[N:26]=[CH:25][C:24]([CH2:27][N:28]([CH2:36][CH2:37][O:38][CH3:39])C(=O)OC(C)(C)C)=[CH:23][CH:22]=5)[S:20][C:13]=34)=[C:9]([F:42])[CH:8]=2)[CH2:3][CH2:2]1.C(O)(C(F)(F)F)=O.C(OCC)C. (9) Given the product [Br:1][C:2]1[CH:10]=[CH:9][C:5]([C:6]([C:16]2[CH:21]=[CH:20][CH:19]=[CH:18][CH:17]=2)=[O:8])=[CH:4][C:3]=1[Cl:11], predict the reactants needed to synthesize it. The reactants are: [Br:1][C:2]1[CH:10]=[CH:9][C:5]([C:6]([OH:8])=O)=[CH:4][C:3]=1[Cl:11].S(Cl)(Cl)=O.[CH:16]1[CH:21]=[CH:20][CH:19]=[CH:18][CH:17]=1.[Cl-].[Cl-].[Cl-].[Al+3].Cl. (10) The reactants are: [CH3:1][O:2][C:3]([C:5]1[NH:25][C:8]2=[N:9][CH:10]=[C:11]([CH2:13][NH:14][CH2:15][C:16]3[CH:21]=[CH:20][CH:19]=[C:18]([N+:22]([O-:24])=[O:23])[CH:17]=3)[CH:12]=[C:7]2[CH:6]=1)=[O:4].C(N(CC)CC)C.[CH3:33][C:34]([O:37][C:38](O[C:38]([O:37][C:34]([CH3:36])([CH3:35])[CH3:33])=[O:39])=[O:39])([CH3:36])[CH3:35]. Given the product [CH3:1][O:2][C:3]([C:5]1[NH:25][C:8]2=[N:9][CH:10]=[C:11]([CH2:13][N:14]([C:38]([O:37][C:34]([CH3:36])([CH3:35])[CH3:33])=[O:39])[CH2:15][C:16]3[CH:21]=[CH:20][CH:19]=[C:18]([N+:22]([O-:24])=[O:23])[CH:17]=3)[CH:12]=[C:7]2[CH:6]=1)=[O:4], predict the reactants needed to synthesize it.